The task is: Predict which catalyst facilitates the given reaction.. This data is from Catalyst prediction with 721,799 reactions and 888 catalyst types from USPTO. (1) Reactant: Cl[CH2:2][CH2:3][C:4]([C:6]1[CH:11]=[CH:10][CH:9]=[CH:8][CH:7]=1)=[O:5].C([O-])(=O)C.[K+].[C-:17]#[N:18].[Na+]. Product: [O:5]=[C:4]([C:6]1[CH:11]=[CH:10][CH:9]=[CH:8][CH:7]=1)[CH2:3][CH2:2][C:17]#[N:18]. The catalyst class is: 40. (2) Reactant: CCN(CC)CC.[CH3:8][O:9][C:10]1[CH:16]=[CH:15][C:13]([NH2:14])=[C:12]([CH3:17])[CH:11]=1.Cl[CH2:19][CH2:20][CH2:21][C:22](Cl)=[O:23].CC([O-])(C)C.[K+]. Product: [CH3:8][O:9][C:10]1[CH:16]=[CH:15][C:13]([N:14]2[CH2:19][CH2:20][CH2:21][C:22]2=[O:23])=[C:12]([CH3:17])[CH:11]=1. The catalyst class is: 20. (3) Reactant: [N:1]1[N:2]=[CH:3][N:4]2[CH:9]=[C:8]([C:10]3[CH:11]=[C:12]([NH:18][S:19]([C:22]4[CH:27]=[CH:26][C:25]([F:28])=[CH:24][C:23]=4[F:29])(=[O:21])=[O:20])[C:13]([O:16][CH3:17])=[N:14][CH:15]=3)[CH:7]=[CH:6][C:5]=12.[Br:30]N1C(=O)CCC1=O. Product: [Br:30][C:3]1[N:4]2[CH:9]=[C:8]([C:10]3[CH:11]=[C:12]([NH:18][S:19]([C:22]4[CH:27]=[CH:26][C:25]([F:28])=[CH:24][C:23]=4[F:29])(=[O:20])=[O:21])[C:13]([O:16][CH3:17])=[N:14][CH:15]=3)[CH:7]=[CH:6][C:5]2=[N:1][N:2]=1. The catalyst class is: 22. (4) Reactant: [CH2:1]1[C:9]2[N:8]3[CH:10]=[C:11]([NH2:13])[N:12]=[C:7]3[CH:6]=[CH:5][C:4]=2[O:3][CH2:2]1.[C:14]([C:18]1[CH:26]=[CH:25][C:21]([C:22](Cl)=[O:23])=[CH:20][CH:19]=1)([CH3:17])([CH3:16])[CH3:15].C(N(CC)CC)C. Product: [C:14]([C:18]1[CH:19]=[CH:20][C:21]([C:22]([NH:13][C:11]2[N:12]=[C:7]3[CH:6]=[CH:5][C:4]4[O:3][CH2:2][CH2:1][C:9]=4[N:8]3[CH:10]=2)=[O:23])=[CH:25][CH:26]=1)([CH3:17])([CH3:15])[CH3:16]. The catalyst class is: 20. (5) Reactant: [CH3:1][O:2][C:3](=[O:36])[C@@H:4]([NH:26][C@H:27]([C:30]1[CH:35]=[CH:34][CH:33]=[CH:32][CH:31]=1)[CH2:28][CH3:29])[CH2:5][C:6]1[CH:25]=[CH:24][C:9]2[O:10][C@@H:11]([C:14]3[CH:19]=[CH:18][C:17]([O:20][C:21](=[O:23])[CH3:22])=[CH:16][CH:15]=3)[CH2:12][O:13][C:8]=2[CH:7]=1.C=O.F[C:40](F)(F)C(O)=O.C([O-])(O)=O.[Na+]. Product: [CH3:1][O:2][C:3]([C@@H:4]1[CH2:5][C:6]2[CH:7]=[C:8]3[O:13][CH2:12][C@H:11]([C:14]4[CH:15]=[CH:16][C:17]([O:20][C:21](=[O:23])[CH3:22])=[CH:18][CH:19]=4)[O:10][C:9]3=[CH:24][C:25]=2[CH2:40][N:26]1[C@H:27]([C:30]1[CH:35]=[CH:34][CH:33]=[CH:32][CH:31]=1)[CH2:28][CH3:29])=[O:36]. The catalyst class is: 12. (6) Reactant: [O:1]=[S:2]1(=[O:23])[CH2:7][CH2:6][N:5]([C:8]2[CH:9]=[C:10]([N+:20]([O-])=O)[C:11]([N:14]3[CH2:19][CH2:18][O:17][CH2:16][CH2:15]3)=[N:12][CH:13]=2)[CH2:4][CH2:3]1. Product: [O:23]=[S:2]1(=[O:1])[CH2:3][CH2:4][N:5]([C:8]2[CH:9]=[C:10]([NH2:20])[C:11]([N:14]3[CH2:19][CH2:18][O:17][CH2:16][CH2:15]3)=[N:12][CH:13]=2)[CH2:6][CH2:7]1. The catalyst class is: 19. (7) Reactant: [F:1][C:2]1[CH:10]=[CH:9][CH:8]=[C:7]2[C:3]=1[CH2:4][NH:5][C:6]2=[O:11].[H-].[Na+].Br[CH2:15][C:16]1[CH:21]=[CH:20][C:19]([CH:22]([CH:30]2[CH2:34][CH2:33][CH2:32][CH2:31]2)[C:23]([O:25][C:26]([CH3:29])([CH3:28])[CH3:27])=[O:24])=[CH:18][CH:17]=1.O. Product: [CH:30]1([CH:22]([C:19]2[CH:20]=[CH:21][C:16]([CH2:15][N:5]3[CH2:4][C:3]4[C:7](=[CH:8][CH:9]=[CH:10][C:2]=4[F:1])[C:6]3=[O:11])=[CH:17][CH:18]=2)[C:23]([O:25][C:26]([CH3:27])([CH3:29])[CH3:28])=[O:24])[CH2:34][CH2:33][CH2:32][CH2:31]1. The catalyst class is: 39. (8) Reactant: [CH3:1][N:2]([CH2:4][CH2:5][N:6]1[C:20](=[O:21])[C:15]2=[CH:16][C:17]([NH2:19])=[CH:18][C:13]3[C:14]2=[C:9]([CH:10]=[CH:11][CH:12]=3)[C:7]1=[O:8])[CH3:3].[Cl:22][CH2:23][C:24]([N:26]=[C:27]=[O:28])=[O:25]. Product: [Cl:22][CH2:23][C:24]([NH:26][C:27]([NH:19][C:17]1[CH:18]=[C:13]2[CH:12]=[CH:11][CH:10]=[C:9]3[C:14]2=[C:15]([CH:16]=1)[C:20](=[O:21])[N:6]([CH2:5][CH2:4][N:2]([CH3:1])[CH3:3])[C:7]3=[O:8])=[O:28])=[O:25]. The catalyst class is: 10. (9) Reactant: [OH:1][CH:2]1[C:10]2[N:9]=[CH:8][C:7]([C:11]#[N:12])=[CH:6][C:5]=2[CH2:4][CH2:3]1.CC(OI1(OC(C)=O)(OC(C)=O)OC(=O)C2C=CC=CC1=2)=O.C(=O)([O-])[O-].[Na+].[Na+]. Product: [O:1]=[C:2]1[C:10]2[N:9]=[CH:8][C:7]([C:11]#[N:12])=[CH:6][C:5]=2[CH2:4][CH2:3]1. The catalyst class is: 4.